From a dataset of Peptide-MHC class II binding affinity with 134,281 pairs from IEDB. Regression. Given a peptide amino acid sequence and an MHC pseudo amino acid sequence, predict their binding affinity value. This is MHC class II binding data. (1) The peptide sequence is IPLYRNGDFFISSKD. The MHC is DRB1_0301 with pseudo-sequence DRB1_0301. The binding affinity (normalized) is 0.344. (2) The peptide sequence is AFKVAATAANAAPAG. The MHC is DRB1_1001 with pseudo-sequence DRB1_1001. The binding affinity (normalized) is 0.868. (3) The peptide sequence is RQELRCGSGVFIHNDVEA. The MHC is DRB5_0101 with pseudo-sequence DRB5_0101. The binding affinity (normalized) is 0. (4) The peptide sequence is WPKSHTLWSNGVLES. The MHC is DRB1_1101 with pseudo-sequence DRB1_1101. The binding affinity (normalized) is 0.125. (5) The peptide sequence is RICCEPKKTTNAEFT. The MHC is DRB1_0405 with pseudo-sequence DRB1_0405. The binding affinity (normalized) is 0.221. (6) The peptide sequence is GELQIVPKIDAAFKI. The MHC is DRB1_1201 with pseudo-sequence DRB1_1201. The binding affinity (normalized) is 0.401. (7) The peptide sequence is GEVPSTEDLVNLLPAILSPG. The MHC is DRB1_0401 with pseudo-sequence DRB1_0401. The binding affinity (normalized) is 0.403. (8) The peptide sequence is FPKEVWEQIFSTWLL. The MHC is DRB1_0901 with pseudo-sequence DRB1_0901. The binding affinity (normalized) is 0.621. (9) The peptide sequence is KNGQNLRLANLTEMQ. The MHC is DRB1_0101 with pseudo-sequence DRB1_0101. The binding affinity (normalized) is 0.397. (10) The peptide sequence is HGLDVKFHTQAFSAH. The MHC is DRB1_1101 with pseudo-sequence DRB1_1101. The binding affinity (normalized) is 0.